This data is from Forward reaction prediction with 1.9M reactions from USPTO patents (1976-2016). The task is: Predict the product of the given reaction. (1) Given the reactants [C:1]1([CH2:7][C:8]([OH:10])=O)[CH:6]=[CH:5][CH:4]=[CH:3][CH:2]=1.CN(C(ON1N=NC2C=CC=NC1=2)=[N+](C)C)C.F[P-](F)(F)(F)(F)F.C(N(C(C)C)C(C)C)C.[O:44]1[CH2:49][CH2:48][O:47][CH2:46][CH:45]1[C:50]1[C:58]2[S:57][C:56]([NH2:59])=[N:55][C:54]=2[C:53]([O:60][CH3:61])=[CH:52][CH:51]=1, predict the reaction product. The product is: [O:44]1[CH2:49][CH2:48][O:47][CH2:46][CH:45]1[C:50]1[C:58]2[S:57][C:56]([NH:59][C:8](=[O:10])[CH2:7][C:1]3[CH:2]=[CH:3][CH:4]=[CH:5][CH:6]=3)=[N:55][C:54]=2[C:53]([O:60][CH3:61])=[CH:52][CH:51]=1. (2) Given the reactants [CH3:1][N:2]([CH3:28])[C:3](=O)[CH2:4][CH2:5][C:6](=[O:26])[C:7]1[CH:12]=[CH:11][C:10]([N:13]2[CH2:18][CH2:17][N:16]([CH2:19][C:20]3[CH:25]=[CH:24][CH:23]=[CH:22][CH:21]=3)[CH2:15][CH2:14]2)=[CH:9][CH:8]=1.[H-].[Al+3].[Li+].[H-].[H-].[H-], predict the reaction product. The product is: [CH3:28][N:2]([CH3:1])[CH2:3][CH2:4][CH2:5][CH:6]([C:7]1[CH:8]=[CH:9][C:10]([N:13]2[CH2:14][CH2:15][N:16]([CH2:19][C:20]3[CH:21]=[CH:22][CH:23]=[CH:24][CH:25]=3)[CH2:17][CH2:18]2)=[CH:11][CH:12]=1)[OH:26].